This data is from Catalyst prediction with 721,799 reactions and 888 catalyst types from USPTO. The task is: Predict which catalyst facilitates the given reaction. (1) Reactant: Br[C:2]1[CH:15]=[CH:14][C:13]2[C:4](=[C:5]([C:22]3[CH:27]=[CH:26][CH:25]=[CH:24][CH:23]=3)[C:6]3[C:11]([C:12]=2[C:16]2[CH:21]=[CH:20][CH:19]=[CH:18][CH:17]=2)=[CH:10][CH:9]=[CH:8][CH:7]=3)[CH:3]=1.[C:28]1([NH:38][C:39]2[CH:40]=[CH:41][C:42]3[N:43]([C:52]4[CH:57]=[CH:56][CH:55]=[CH:54][CH:53]=4)[C:44]4[C:49]([C:50]=3[CH:51]=2)=[CH:48][CH:47]=[CH:46][CH:45]=4)[C:37]2[C:32](=[CH:33][CH:34]=[CH:35][CH:36]=2)[CH:31]=[CH:30][CH:29]=1.CC(C)([O-])C.[Na+].C(P(C(C)(C)C)C(C)(C)C)(C)(C)C. Product: [C:28]1([N:38]([C:2]2[CH:15]=[CH:14][C:13]3[C:4](=[C:5]([C:22]4[CH:27]=[CH:26][CH:25]=[CH:24][CH:23]=4)[C:6]4[C:11]([C:12]=3[C:16]3[CH:21]=[CH:20][CH:19]=[CH:18][CH:17]=3)=[CH:10][CH:9]=[CH:8][CH:7]=4)[CH:3]=2)[C:39]2[CH:40]=[CH:41][C:42]3[N:43]([C:52]4[CH:53]=[CH:54][CH:55]=[CH:56][CH:57]=4)[C:44]4[C:49]([C:50]=3[CH:51]=2)=[CH:48][CH:47]=[CH:46][CH:45]=4)[C:37]2[C:32](=[CH:33][CH:34]=[CH:35][CH:36]=2)[CH:31]=[CH:30][CH:29]=1. The catalyst class is: 11. (2) Reactant: O[CH:2]1[C:6]2[C:7]([CH3:21])=[C:8]([NH:13][C:14](=[O:20])[CH2:15][C:16]([CH3:19])([CH3:18])[CH3:17])[C:9]([CH3:12])=[C:10]([CH3:11])[C:5]=2[O:4][C:3]1([CH3:23])[CH3:22].C(N(CC)CC)C.CS(Cl)(=O)=O.[NH:36]1[CH2:41][CH2:40][CH2:39][CH2:38][CH2:37]1. The catalyst class is: 46. Product: [CH3:19][C:16]([CH3:17])([CH3:18])[CH2:15][C:14]([NH:13][C:8]1[C:9]([CH3:12])=[C:10]([CH3:11])[C:5]2[O:4][C:3]([CH3:22])([CH3:23])[CH:2]([N:36]3[CH2:41][CH2:40][CH2:39][CH2:38][CH2:37]3)[C:6]=2[C:7]=1[CH3:21])=[O:20].